This data is from Reaction yield outcomes from USPTO patents with 853,638 reactions. The task is: Predict the reaction yield, written as a fraction of the theoretical maximum amount of product (1.0 means a 100% yield; for example, 0.34 means a 34% yield). (1) The reactants are [F:1][C:2]1[CH:3]=[CH:4][CH:5]=[C:6]2[C:11]=1[N:10]=[C:9]([C:12](O)=[O:13])[CH:8]=[C:7]2[C:15]1[CH:20]=[CH:19][C:18]([F:21])=[CH:17][CH:16]=1.C([O-])=O.[NH4+].F[P-](F)(F)(F)(F)F.[N:33]1(O[P+](N(C)C)(N(C)C)N(C)C)C2C=CC=CC=2N=N1.C(N(CC)CC)C. The catalyst is C(Cl)Cl.CN(C=O)C. The product is [F:1][C:2]1[CH:3]=[CH:4][CH:5]=[C:6]2[C:11]=1[N:10]=[C:9]([C:12]([NH2:33])=[O:13])[CH:8]=[C:7]2[C:15]1[CH:20]=[CH:19][C:18]([F:21])=[CH:17][CH:16]=1. The yield is 0.0900. (2) The reactants are [NH2:1][C:2]1[CH:9]=[CH:8][C:5]([C:6]#[N:7])=[C:4](Cl)[N:3]=1.[CH:11]1(B(O)O)[CH2:13][CH2:12]1.[O-]P([O-])([O-])=O.[K+].[K+].[K+].C1(P(C2CCCCC2)C2CCCCC2)CCCCC1. The catalyst is C1(C)C=CC=CC=1.O.CC([O-])=O.CC([O-])=O.[Pd+2]. The product is [NH2:1][C:2]1[CH:9]=[CH:8][C:5]([C:6]#[N:7])=[C:4]([CH:11]2[CH2:13][CH2:12]2)[N:3]=1. The yield is 0.510. (3) The reactants are [C:1](Cl)(=[O:8])[C:2]1[CH:7]=[CH:6][CH:5]=[CH:4][CH:3]=1.[S:10]1[C:14]2[CH:15]=[CH:16][CH:17]=[CH:18][C:13]=2[N:12]=[C:11]1[N:19]1[C:23]([NH2:24])=[N:22][C:21]([NH2:25])=[N:20]1. The catalyst is N1C=CC=CC=1. The product is [NH2:24][C:23]1[N:19]([C:11]2[S:10][C:14]3[CH:15]=[CH:16][CH:17]=[CH:18][C:13]=3[N:12]=2)[N:20]=[C:21]([NH:25][C:1](=[O:8])[C:2]2[CH:7]=[CH:6][CH:5]=[CH:4][CH:3]=2)[N:22]=1. The yield is 0.150. (4) The reactants are [C:1]([C:4]1[CH:5]=[CH:6][C:7]([F:16])=[C:8]([N:10]([CH3:15])[S:11]([CH3:14])(=[O:13])=[O:12])[CH:9]=1)(=[O:3])[CH3:2].CO[CH:19](OC)[N:20]([CH3:22])[CH3:21]. The catalyst is CCCCCC. The product is [CH3:19][N:20]([CH3:22])[CH:21]=[CH:2][C:1]([C:4]1[CH:5]=[CH:6][C:7]([F:16])=[C:8]([N:10]([CH3:15])[S:11]([CH3:14])(=[O:13])=[O:12])[CH:9]=1)=[O:3]. The yield is 0.674. (5) The reactants are [OH-].[K+:2].[OH:3][CH2:4][C:5]1[N:10]=[CH:9][C:8]([C:11]([O:13]CC)=[O:12])=[CH:7][CH:6]=1. The catalyst is C1COCC1. The product is [OH:3][CH2:4][C:5]1[N:10]=[CH:9][C:8]([C:11]([O-:13])=[O:12])=[CH:7][CH:6]=1.[K+:2]. The yield is 0.920. (6) The product is [Cl:1][C:2]1[NH:3][CH:4]=[C:5]([N+:7]([O-:9])=[O:8])[N:6]=1. The catalyst is C(O)C.[C].[Pd]. The yield is 0.834. The reactants are [Cl:1][C:2]1[NH:3][C:4](I)=[C:5]([N+:7]([O-:9])=[O:8])[N:6]=1.C(N(CC)CC)C.[H][H]. (7) The reactants are [Br:1][C:2]1[CH:7]=[C:6]([CH2:8][C:9](=[O:11])[CH3:10])[CH:5]=[CH:4][N:3]=1.CCN(CC)CC.[C:19](=[N:27]O)(Cl)[C:20]1[CH:25]=[CH:24][CH:23]=[CH:22][CH:21]=1. The catalyst is CCO. The product is [Br:1][C:2]1[CH:7]=[C:6]([C:8]2[C:19]([C:20]3[CH:25]=[CH:24][CH:23]=[CH:22][CH:21]=3)=[N:27][O:11][C:9]=2[CH3:10])[CH:5]=[CH:4][N:3]=1. The yield is 0.520. (8) The reactants are [F:1][C:2]1[CH:10]=[CH:9][C:8]([CH:11]=[O:12])=[CH:7][C:3]=1[C:4](O)=[O:5].S(Cl)(Cl)=O.[CH3:17][NH:18][CH3:19]. The catalyst is C(Cl)Cl. The product is [F:1][C:2]1[CH:10]=[CH:9][C:8]([CH:11]=[O:12])=[CH:7][C:3]=1[C:4]([N:18]([CH3:19])[CH3:17])=[O:5]. The yield is 0.760. (9) The catalyst is C(Cl)Cl. The yield is 0.930. The reactants are [O:1]1[CH:5]=[CH:4][CH:3]=[C:2]1[CH2:6][NH2:7].[CH3:8][C:9]([O:12][C:13](O[C:13]([O:12][C:9]([CH3:11])([CH3:10])[CH3:8])=[O:14])=[O:14])([CH3:11])[CH3:10]. The product is [C:9]([O:12][C:13](=[O:14])[NH:7][CH2:6][C:2]1[O:1][CH:5]=[CH:4][CH:3]=1)([CH3:11])([CH3:10])[CH3:8].